This data is from Forward reaction prediction with 1.9M reactions from USPTO patents (1976-2016). The task is: Predict the product of the given reaction. (1) Given the reactants [CH3:1][C:2]1[C:14]2[C:13](=O)[C:12]3[C:7](=[CH:8][CH:9]=[CH:10][CH:11]=3)[NH:6][C:5]=2[N:4]([C:16]2[CH:21]=[CH:20][CH:19]=[CH:18][N:17]=2)[N:3]=1.COC1C=CC(P2(SP(C3C=CC(OC)=CC=3)(=S)S2)=[S:31])=CC=1, predict the reaction product. The product is: [CH3:1][C:2]1[C:14]2[C:13](=[S:31])[C:12]3[C:7](=[CH:8][CH:9]=[CH:10][CH:11]=3)[NH:6][C:5]=2[N:4]([C:16]2[CH:21]=[CH:20][CH:19]=[CH:18][N:17]=2)[N:3]=1. (2) Given the reactants [CH2:1]([O:5][CH2:6][CH2:7][O:8][C:9]1[CH:14]=[CH:13][C:12]([C:15]2[CH:16]=[CH:17][C:18]3[N:24]([CH2:25][CH:26]([CH3:28])[CH3:27])[CH2:23][CH2:22][C:21]([C:29]([NH:31][C:32]4[CH:37]=[CH:36][C:35]([OH:38])=[CH:34][CH:33]=4)=[O:30])=[CH:20][C:19]=3[CH:39]=2)=[CH:11][CH:10]=1)[CH2:2][CH2:3][CH3:4].Cl.Cl[CH2:42][C:43]1[N:44]([CH2:48][CH2:49][CH3:50])[CH:45]=[CH:46][N:47]=1.C(=O)([O-])[O-].[K+].[K+].CN(C)C=O, predict the reaction product. The product is: [CH2:1]([O:5][CH2:6][CH2:7][O:8][C:9]1[CH:10]=[CH:11][C:12]([C:15]2[CH:16]=[CH:17][C:18]3[N:24]([CH2:25][CH:26]([CH3:27])[CH3:28])[CH2:23][CH2:22][C:21]([C:29]([NH:31][C:32]4[CH:33]=[CH:34][C:35]([O:38][CH2:42][C:43]5[N:44]([CH2:48][CH2:49][CH3:50])[CH:45]=[CH:46][N:47]=5)=[CH:36][CH:37]=4)=[O:30])=[CH:20][C:19]=3[CH:39]=2)=[CH:13][CH:14]=1)[CH2:2][CH2:3][CH3:4]. (3) Given the reactants [Cl:1][C:2]1[CH:7]=[C:6]([Cl:8])[CH:5]=[CH:4][C:3]=1[C:9]1[N:10]=[C:11](/[CH:14]=[CH:15]/[C:16]2[CH:21]=[CH:20][C:19]([C:22]3[CH:27]=[CH:26][C:25]([O:28][CH3:29])=[CH:24][CH:23]=3)=[CH:18][CH:17]=2)[NH:12][CH:13]=1.[CH2:30](Br)[C:31]1[CH:36]=[CH:35][CH:34]=[CH:33][CH:32]=1, predict the reaction product. The product is: [CH2:30]([N:12]1[CH:13]=[C:9]([C:3]2[CH:4]=[CH:5][C:6]([Cl:8])=[CH:7][C:2]=2[Cl:1])[N:10]=[C:11]1/[CH:14]=[CH:15]/[C:16]1[CH:21]=[CH:20][C:19]([C:22]2[CH:23]=[CH:24][C:25]([O:28][CH3:29])=[CH:26][CH:27]=2)=[CH:18][CH:17]=1)[C:31]1[CH:36]=[CH:35][CH:34]=[CH:33][CH:32]=1.